From a dataset of Forward reaction prediction with 1.9M reactions from USPTO patents (1976-2016). Predict the product of the given reaction. (1) Given the reactants [F:1][C:2]1[CH:7]=[C:6]([F:8])[CH:5]=[CH:4][C:3]=1[OH:9].[H-].[Na+].F[C:13]1[CH:18]=[CH:17][C:16]([S:19]([NH2:22])(=[O:21])=[O:20])=[CH:15][C:14]=1[N+:23]([O-:25])=[O:24].C(OCC)(=O)C, predict the reaction product. The product is: [F:1][C:2]1[CH:7]=[C:6]([F:8])[CH:5]=[CH:4][C:3]=1[O:9][C:13]1[CH:18]=[CH:17][C:16]([S:19]([NH2:22])(=[O:21])=[O:20])=[CH:15][C:14]=1[N+:23]([O-:25])=[O:24]. (2) Given the reactants [C:1]([O:5][C@@H:6]([C:10]1[C:19]([CH3:20])=[CH:18][C:17]2[C:12](=[CH:13][CH:14]=[C:15]([C:21]3[N:26]=[CH:25][CH:24]=CN=3)[CH:16]=2)[C:11]=1[C:27]1[CH:32]=[CH:31][C:30]([Cl:33])=[CH:29][CH:28]=1)[C:7]([OH:9])=[O:8])([CH3:4])([CH3:3])[CH3:2].Br[C:35]1N=CC=C[N:36]=1, predict the reaction product. The product is: [C:1]([O:5][C@@H:6]([C:10]1[C:19]([CH3:20])=[CH:18][C:17]2[C:12](=[CH:13][CH:14]=[C:15]([C:21]3[CH:35]=[N:36][CH:24]=[CH:25][N:26]=3)[CH:16]=2)[C:11]=1[C:27]1[CH:28]=[CH:29][C:30]([Cl:33])=[CH:31][CH:32]=1)[C:7]([OH:9])=[O:8])([CH3:2])([CH3:3])[CH3:4]. (3) Given the reactants [CH:1]1[C:13]2[CH:12]([CH2:14][O:15][C:16](=[O:37])[NH:17][C:18]3[CH:23]=[CH:22][C:21]([S:24][C:25]4[CH:30]=[CH:29][C:28]([C:31](Cl)=[O:32])=[CH:27][C:26]=4[N+:34]([O-:36])=[O:35])=[CH:20][CH:19]=3)[C:11]3[C:6](=[CH:7][CH:8]=[CH:9][CH:10]=3)[C:5]=2[CH:4]=[CH:3][CH:2]=1.[NH2:38][C:39]1[S:40][C:41]([C:44]([F:47])([F:46])[F:45])=[N:42][N:43]=1.C(N(C(C)C)CC)(C)C, predict the reaction product. The product is: [CH:1]1[C:13]2[CH:12]([CH2:14][O:15][C:16](=[O:37])[NH:17][C:18]3[CH:23]=[CH:22][C:21]([S:24][C:25]4[CH:30]=[CH:29][C:28]([C:31](=[O:32])[NH:38][C:39]5[S:40][C:41]([C:44]([F:47])([F:46])[F:45])=[N:42][N:43]=5)=[CH:27][C:26]=4[N+:34]([O-:36])=[O:35])=[CH:20][CH:19]=3)[C:11]3[C:6](=[CH:7][CH:8]=[CH:9][CH:10]=3)[C:5]=2[CH:4]=[CH:3][CH:2]=1. (4) Given the reactants [F:1][C:2]1[C:3]([O:15][CH3:16])=[CH:4][C:5]([N+:12]([O-:14])=[O:13])=[C:6]([NH:8]C(=O)C)[CH:7]=1, predict the reaction product. The product is: [F:1][C:2]1[C:3]([O:15][CH3:16])=[CH:4][C:5]([N+:12]([O-:14])=[O:13])=[C:6]([CH:7]=1)[NH2:8]. (5) Given the reactants [Br:1][C:2]1[CH:3]=[C:4]2[C:12](=[CH:13][CH:14]=1)[NH:11][C:10]1[CH:9]([NH2:15])[CH2:8][CH2:7][CH2:6][C:5]2=1.[Cl:16][C:17]1[CH:25]=[CH:24][C:20]([C:21](Cl)=[O:22])=[CH:19][CH:18]=1, predict the reaction product. The product is: [Br:1][C:2]1[CH:3]=[C:4]2[C:12](=[CH:13][CH:14]=1)[NH:11][C:10]1[CH:9]([NH:15][C:21](=[O:22])[C:20]3[CH:24]=[CH:25][C:17]([Cl:16])=[CH:18][CH:19]=3)[CH2:8][CH2:7][CH2:6][C:5]2=1. (6) Given the reactants [C:1]1([C:7]2[C:8]([C:12]#[N:13])=[CH:9][NH:10][CH:11]=2)[CH:6]=[CH:5][CH:4]=[CH:3][CH:2]=1.[I-].C(=O)([O-])[O-].[Cs+].[Cs+].[Cl:21][C:22]1[CH:27]=[C:26](I)[CH:25]=[CH:24][N:23]=1, predict the reaction product. The product is: [Cl:21][C:22]1[CH:27]=[C:26]([N:10]2[CH:11]=[C:7]([C:1]3[CH:2]=[CH:3][CH:4]=[CH:5][CH:6]=3)[C:8]([C:12]#[N:13])=[CH:9]2)[CH:25]=[CH:24][N:23]=1. (7) Given the reactants C(NC(C)C)(C)C.C([Li])CCC.[Br:13][C:14]1[CH:15]=[C:16]([F:20])[CH:17]=[CH:18][CH:19]=1.[Cl-].[NH4+].[O:23]1CCC[CH2:24]1, predict the reaction product. The product is: [Br:13][C:14]1[CH:19]=[CH:18][CH:17]=[C:16]([F:20])[C:15]=1[CH:24]=[O:23]. (8) Given the reactants [OH:1][C:2]1[C:3]([C:9]#[N:10])=[CH:4][NH:5][C:6](=[O:8])[CH:7]=1.[CH3:11][S:12]([C:15]1[CH:20]=[CH:19][CH:18]=[CH:17][CH:16]=1)(=[O:14])=[O:13].COC1C2C(=C3C(=CC=2)C(OC)=CC=N3)N=CC=1.C(=O)([O-])[O-].[K+].[K+].Cl, predict the reaction product. The product is: [OH:1][C:2]1[C:3]([C:9]#[N:10])=[CH:4][N:5]([C:18]2[CH:19]=[CH:20][C:15]([S:12]([CH3:11])(=[O:14])=[O:13])=[CH:16][CH:17]=2)[C:6](=[O:8])[CH:7]=1.